Task: Predict the product of the given reaction.. Dataset: Forward reaction prediction with 1.9M reactions from USPTO patents (1976-2016) (1) Given the reactants C([Li])CCC.Br[C:7]1[CH:12]=[CH:11][CH:10]=[CH:9][N:8]=1.[CH3:13][C:14]1[CH:19]=[CH:18][C:17]([C:20](=[O:28])[CH2:21][CH2:22][N:23]2[CH2:27][CH2:26][CH2:25][CH2:24]2)=[CH:16][CH:15]=1, predict the reaction product. The product is: [CH3:13][C:14]1[CH:15]=[CH:16][C:17]([C:20]([C:7]2[CH:12]=[CH:11][CH:10]=[CH:9][N:8]=2)([OH:28])[CH2:21][CH2:22][N:23]2[CH2:27][CH2:26][CH2:25][CH2:24]2)=[CH:18][CH:19]=1. (2) The product is: [CH2:17]([CH:24]1[CH2:29][CH2:28][N:27]([C:13]([C:9]2[NH:10][C:11]3[CH:12]=[C:4]4[O:3][C:2](=[O:1])[NH:16][C:5]4=[CH:6][C:7]=3[CH:8]=2)=[O:15])[CH2:26][CH2:25]1)[C:18]1[CH:23]=[CH:22][CH:21]=[CH:20][CH:19]=1. Given the reactants [O:1]=[C:2]1[NH:16][C:5]2=[CH:6][C:7]3[CH:8]=[C:9]([C:13]([OH:15])=O)[NH:10][C:11]=3[CH:12]=[C:4]2[O:3]1.[CH2:17]([CH:24]1[CH2:29][CH2:28][NH:27][CH2:26][CH2:25]1)[C:18]1[CH:23]=[CH:22][CH:21]=[CH:20][CH:19]=1, predict the reaction product. (3) Given the reactants C(N(CC)CC)C.[C:8]([O:12][C:13]([N:15]1[CH2:20][CH2:19][C@@H:18]([C:21]2[CH:26]=[CH:25][CH:24]=[CH:23][CH:22]=2)[C@H:17]([CH2:27][OH:28])[CH2:16]1)=[O:14])([CH3:11])([CH3:10])[CH3:9].[CH3:29][S:30](Cl)(=[O:32])=[O:31], predict the reaction product. The product is: [C:8]([O:12][C:13]([N:15]1[CH2:20][CH2:19][C@@H:18]([C:21]2[CH:22]=[CH:23][CH:24]=[CH:25][CH:26]=2)[C@H:17]([CH2:27][O:28][S:30]([CH3:29])(=[O:32])=[O:31])[CH2:16]1)=[O:14])([CH3:11])([CH3:10])[CH3:9].